The task is: Regression. Given a peptide amino acid sequence and an MHC pseudo amino acid sequence, predict their binding affinity value. This is MHC class I binding data.. This data is from Peptide-MHC class I binding affinity with 185,985 pairs from IEDB/IMGT. (1) The peptide sequence is FKNSVFYSV. The MHC is HLA-A03:01 with pseudo-sequence HLA-A03:01. The binding affinity (normalized) is 0.0847. (2) The peptide sequence is FVRSSPANF. The MHC is HLA-B08:01 with pseudo-sequence HLA-B08:01. The binding affinity (normalized) is 0.293. (3) The peptide sequence is RPPRRGDKF. The MHC is HLA-A01:01 with pseudo-sequence HLA-A01:01. The binding affinity (normalized) is 0.0847. (4) The peptide sequence is IYQEPFKNLK. The MHC is HLA-B44:03 with pseudo-sequence HLA-B44:03. The binding affinity (normalized) is 0. (5) The peptide sequence is CQLQNPGVA. The MHC is H-2-Db with pseudo-sequence H-2-Db. The binding affinity (normalized) is 0.137. (6) The peptide sequence is KFPSGMFAEV. The MHC is H-2-Kd with pseudo-sequence H-2-Kd. The binding affinity (normalized) is 0.0782. (7) The peptide sequence is ASALYREAL. The MHC is Patr-A0301 with pseudo-sequence Patr-A0301. The binding affinity (normalized) is 0.226.